This data is from Full USPTO retrosynthesis dataset with 1.9M reactions from patents (1976-2016). The task is: Predict the reactants needed to synthesize the given product. (1) Given the product [CH3:13][O:12][CH2:11][C@H:10]([NH:14][C:15]([C@H:17]1[CH2:19][C@@H:18]1[C:20]1[CH:21]=[CH:22][CH:23]=[CH:24][CH:25]=1)=[O:16])[C:7]1[CH:8]=[N:9][C:4]([O:3][CH:1]2[CH2:2][CH2:1][O:3][CH2:4][CH2:2]2)=[CH:5][CH:6]=1, predict the reactants needed to synthesize it. The reactants are: [CH2:1]([O:3][C:4]1[N:9]=[CH:8][C:7]([C@@H:10]([NH:14][C:15]([C@H:17]2[CH2:19][C@@H:18]2[C:20]2[CH:25]=[CH:24][CH:23]=[CH:22][CH:21]=2)=[O:16])[CH2:11][O:12][CH3:13])=[CH:6][CH:5]=1)[CH3:2]. (2) The reactants are: [NH2:1][C:2]1[CH:3]=[C:4]([CH:18]=[CH:19][C:20]=1[NH2:21])[C:5]([NH:7][C:8]1[CH:17]=[CH:16][C:15]2[C:10](=[CH:11][CH:12]=[CH:13][CH:14]=2)[N:9]=1)=[O:6].[CH3:22][O:23][C:24](=[O:37])[CH2:25][O:26][C:27]1[CH:32]=[C:31]([CH3:33])[C:30]([CH:34]=O)=[C:29]([CH3:36])[CH:28]=1.C(S([O-])(=O)=O)(F)(F)F.C(S([O-])(=O)=O)(F)(F)F.C(S([O-])(=O)=O)(F)(F)F.[Yb+3].O. Given the product [CH3:22][O:23][C:24](=[O:37])[CH2:25][O:26][C:27]1[CH:32]=[C:31]([CH3:33])[C:30]([C:34]2[NH:1][C:2]3[CH:3]=[C:4]([C:5](=[O:6])[NH:7][C:8]4[CH:17]=[CH:16][C:15]5[C:10](=[CH:11][CH:12]=[CH:13][CH:14]=5)[N:9]=4)[CH:18]=[CH:19][C:20]=3[N:21]=2)=[C:29]([CH3:36])[CH:28]=1, predict the reactants needed to synthesize it. (3) Given the product [F:25][C:26]1[CH:27]=[C:28]([C:23]2([OH:24])[C:18]3[O:17][N:16]=[C:15]([C:5]4[CH:6]=[CH:7][C:8]([N:9]5[CH:13]=[C:12]([CH3:14])[N:11]=[CH:10]5)=[C:3]([O:2][CH3:1])[CH:4]=4)[C:19]=3[CH2:20][CH2:21][CH2:22]2)[CH:29]=[C:30]([F:32])[CH:31]=1, predict the reactants needed to synthesize it. The reactants are: [CH3:1][O:2][C:3]1[CH:4]=[C:5]([C:15]2[C:19]3[CH2:20][CH2:21][CH2:22][C:23](=[O:24])[C:18]=3[O:17][N:16]=2)[CH:6]=[CH:7][C:8]=1[N:9]1[CH:13]=[C:12]([CH3:14])[N:11]=[CH:10]1.[F:25][C:26]1[CH:27]=[C:28]([Mg]Br)[CH:29]=[C:30]([F:32])[CH:31]=1. (4) Given the product [CH3:2][O:3][C:4](=[O:10])[C@H:5]([CH:7]([CH3:9])[CH3:8])[NH2:6], predict the reactants needed to synthesize it. The reactants are: Cl.[CH3:2][O:3][C:4](=[O:10])[C@H:5]([CH:7]([CH3:9])[CH3:8])[NH2:6].C(N(CC)CC)C. (5) The reactants are: [CH2:1]([C:3]1[C:8](=[O:9])[NH:7][C:6]([CH3:10])=[C:5]([C:11]2[CH:12]=[N:13][CH:14]=[C:15]([C:17]([OH:19])=O)[CH:16]=2)[CH:4]=1)[CH3:2].[CH3:20][O:21][C:22]1[CH:27]=[CH:26][C:25]([CH2:28][CH2:29][NH2:30])=[CH:24][CH:23]=1. Given the product [CH3:20][O:21][C:22]1[CH:27]=[CH:26][C:25]([CH2:28][CH2:29][NH:30][C:17]([C:15]2[CH:16]=[C:11]([C:5]3[CH:4]=[C:3]([CH2:1][CH3:2])[C:8](=[O:9])[NH:7][C:6]=3[CH3:10])[CH:12]=[N:13][CH:14]=2)=[O:19])=[CH:24][CH:23]=1, predict the reactants needed to synthesize it. (6) Given the product [Br:12][C:13]1[CH:22]=[C:21]2[C:16]([CH:17]=[CH:18][C:19]([C@H:23]([NH:25][S@@:26]([C:28]([CH3:29])([CH3:31])[CH3:30])=[O:27])[CH3:24])=[N:20]2)=[CH:15][CH:14]=1, predict the reactants needed to synthesize it. The reactants are: C1C2C(=CC=CC=2)[C@H](N)[C@@H]1O.[Br:12][C:13]1[CH:22]=[C:21]2[C:16]([CH:17]=[CH:18][C:19](/[C:23](=[N:25]/[S@@:26]([C:28]([CH3:31])([CH3:30])[CH3:29])=[O:27])/[CH3:24])=[N:20]2)=[CH:15][CH:14]=1.CC(C)([O-])C.[K+]. (7) Given the product [CH3:39][O:38][C:35]1[CH:34]=[CH:33][C:32]([CH2:31][N:8]([CH2:7][C:6]2[CH:5]=[CH:4][C:3]([O:2][CH3:1])=[CH:41][CH:40]=2)[C:9]2[N:14]=[C:13]([CH3:15])[N:12]=[C:11]([C:16]3[C:17]([NH:23][C:24]4[CH:25]=[CH:26][C:27]([NH:30][C:54]([NH:53][C:50]5[CH:49]=[CH:48][C:47]([O:46][CH2:45][CH2:44][O:43][CH3:42])=[CH:52][CH:51]=5)=[O:55])=[N:28][CH:29]=4)=[N:18][CH:19]=[C:20]([Cl:22])[CH:21]=3)[N:10]=2)=[CH:37][CH:36]=1, predict the reactants needed to synthesize it. The reactants are: [CH3:1][O:2][C:3]1[CH:41]=[CH:40][C:6]([CH2:7][N:8]([CH2:31][C:32]2[CH:37]=[CH:36][C:35]([O:38][CH3:39])=[CH:34][CH:33]=2)[C:9]2[N:14]=[C:13]([CH3:15])[N:12]=[C:11]([C:16]3[C:17]([NH:23][C:24]4[CH:25]=[CH:26][C:27]([NH2:30])=[N:28][CH:29]=4)=[N:18][CH:19]=[C:20]([Cl:22])[CH:21]=3)[N:10]=2)=[CH:5][CH:4]=1.[CH3:42][O:43][CH2:44][CH2:45][O:46][C:47]1[CH:52]=[CH:51][C:50]([NH:53][C:54](=O)[O:55]C2C=CC([N+]([O-])=O)=CC=2)=[CH:49][CH:48]=1.CCN(CC)CC. (8) Given the product [CH2:28]([C:16]1[C:10]2[N:11]=[C:12]([C:14]#[N:15])[N:13]=[C:8]([C:4]3[CH:5]=[N:6][CH:7]=[C:2]([Cl:1])[CH:3]=3)[C:9]=2[N:18]([CH2:19][C@H:20]2[CH2:25][CH2:24][C@H:23]([CH3:26])[CH2:22][CH2:21]2)[CH:17]=1)[C:29]1[CH:34]=[CH:33][CH:32]=[CH:31][CH:30]=1, predict the reactants needed to synthesize it. The reactants are: [Cl:1][C:2]1[CH:3]=[C:4]([C:8]2[C:9]3[N:18]([CH2:19][C@H:20]4[CH2:25][CH2:24][C@H:23]([CH3:26])[CH2:22][CH2:21]4)[CH:17]=[C:16](I)[C:10]=3[N:11]=[C:12]([C:14]#[N:15])[N:13]=2)[CH:5]=[N:6][CH:7]=1.[CH2:28](B1OC(C)(C)C(C)(C)O1)[C:29]1[CH:34]=[CH:33][CH:32]=[CH:31][CH:30]=1.C([O-])([O-])=O.[Na+].[Na+].O1CCOCC1. (9) Given the product [CH2:41]([C@@H:38]1[CH2:39][CH2:40][C@H:35]([O:1][C:2]2[CH:3]=[C:4]3[C:9](=[CH:10][CH:11]=2)[CH:8]=[C:7]([CH2:12][N:13]2[CH2:18][CH2:17][CH:16]([C:19]([O:21][CH2:22][CH3:23])=[O:20])[CH2:15][CH2:14]2)[CH:6]=[CH:5]3)[CH2:36][CH2:37]1)[CH3:42], predict the reactants needed to synthesize it. The reactants are: [OH:1][C:2]1[CH:3]=[C:4]2[C:9](=[CH:10][CH:11]=1)[CH:8]=[C:7]([CH2:12][N:13]1[CH2:18][CH2:17][CH:16]([C:19]([O:21][CH2:22][CH3:23])=[O:20])[CH2:15][CH2:14]1)[CH:6]=[CH:5]2.C(=O)([O-])[O-].[Cs+].[Cs+].CS(O[C@H:35]1[CH2:40][CH2:39][C@H:38]([CH2:41][CH3:42])[CH2:37][CH2:36]1)(=O)=O.